Dataset: Forward reaction prediction with 1.9M reactions from USPTO patents (1976-2016). Task: Predict the product of the given reaction. (1) Given the reactants [NH2:1][C:2]1[C:7]2=[CH:8][C:9]([C:12]#[N:13])=[C:10](Br)[N:6]2[N:5]=[CH:4][N:3]=1.CC1(C)C(C)(C)OB([C:22]2[CH2:23][CH2:24][N:25]([C:28]([O:30][C:31]([CH3:34])([CH3:33])[CH3:32])=[O:29])[CH2:26][CH:27]=2)O1.C(=O)([O-])[O-].[Na+].[Na+], predict the reaction product. The product is: [NH2:1][C:2]1[C:7]2=[CH:8][C:9]([C:12]#[N:13])=[C:10]([C:22]3[CH2:27][CH2:26][N:25]([C:28]([O:30][C:31]([CH3:34])([CH3:33])[CH3:32])=[O:29])[CH2:24][CH:23]=3)[N:6]2[N:5]=[CH:4][N:3]=1. (2) Given the reactants [Cl:1][C:2]1[CH:7]=[C:6]([Cl:8])[CH:5]=[C:4]([Cl:9])[C:3]=1[N:10]1[C:14]2=[N:15][C:16]([CH2:20][C:21]3[CH:26]=[CH:25][CH:24]=[C:23]([O:27]C)[CH:22]=3)=[N:17][C:18](=[O:19])[C:13]2=[C:12]([CH2:29][CH3:30])[NH:11]1.B(Br)(Br)Br, predict the reaction product. The product is: [Cl:1][C:2]1[CH:7]=[C:6]([Cl:8])[CH:5]=[C:4]([Cl:9])[C:3]=1[N:10]1[C:14]2=[N:15][C:16]([CH2:20][C:21]3[CH:26]=[CH:25][CH:24]=[C:23]([OH:27])[CH:22]=3)=[N:17][C:18](=[O:19])[C:13]2=[C:12]([CH2:29][CH3:30])[NH:11]1. (3) The product is: [F:1][C:2]1[CH:7]=[CH:6][CH:5]=[C:4]([O:8][CH3:9])[C:3]=1[C@@H:10]1[CH2:12][C@H:11]1[C:13]([OH:14])=[O:19]. Given the reactants [F:1][C:2]1[CH:7]=[CH:6][CH:5]=[C:4]([O:8][CH3:9])[C:3]=1[C@@H:10]1[CH2:12][C@H:11]1[C:13](N(OC)C)=[O:14].[OH-:19].[Na+], predict the reaction product. (4) Given the reactants [C:1]1(C)[CH:6]=[CH:5][CH:4]=[CH:3][CH:2]=1.[CH:8](N)(N)[CH2:9][CH2:10][CH2:11][CH3:12].C([O:17][CH2:18][CH3:19])C, predict the reaction product. The product is: [C:18]([C:19]1[CH:12]=[CH:11][CH:10]=[CH:9][CH:8]=1)(=[O:17])[C:1]1[CH:2]=[CH:3][CH:4]=[CH:5][CH:6]=1. (5) Given the reactants Br[C:2]1[CH:3]=[CH:4][C:5](=[O:9])[N:6]([CH3:8])[CH:7]=1.C1(P(C2CCCCC2)C2CCCCC2)CCCCC1.CC1(C)C(C)(C)[O:33][B:32](B2OC(C)(C)C(C)(C)O2)[O:31]1.C([O-])(=O)C.[K+].Cl, predict the reaction product. The product is: [CH3:8][N:6]1[C:5](=[O:9])[CH:4]=[CH:3][C:2]([B:32]([OH:33])[OH:31])=[CH:7]1. (6) Given the reactants [O:1]1[C:5]2[CH:6]=[CH:7][CH:8]=[CH:9][C:4]=2[N:3]=[C:2]1[C:10]1[CH:27]=[CH:26][C:13]2[N:14]([CH2:18][C:19]([O:21]C(C)(C)C)=[O:20])[C:15]([CH3:17])=[N:16][C:12]=2[CH:11]=1.[OH-].[Na+].CO, predict the reaction product. The product is: [O:1]1[C:5]2[CH:6]=[CH:7][CH:8]=[CH:9][C:4]=2[N:3]=[C:2]1[C:10]1[CH:27]=[CH:26][C:13]2[N:14]([CH2:18][C:19]([OH:21])=[O:20])[C:15]([CH3:17])=[N:16][C:12]=2[CH:11]=1.